From a dataset of HIV replication inhibition screening data with 41,000+ compounds from the AIDS Antiviral Screen. Binary Classification. Given a drug SMILES string, predict its activity (active/inactive) in a high-throughput screening assay against a specified biological target. (1) The molecule is Cc1c2sc3ccccc3[nH]c2nc2[nH]c3ccccc3sc12. The result is 0 (inactive). (2) The molecule is CCC=CCC=CCC=CCCCCCCCC(=O)OCC. The result is 0 (inactive). (3) The compound is O=C(NNC(=S)NCc1ccccc1)c1csc(NC(=S)NC2CCCCC2)n1. The result is 0 (inactive). (4) The molecule is Clc1ccc(C(=Cc2ccccc2)Cn2ccnc2)cc1. The result is 0 (inactive). (5) The compound is O=C1OC(c2cccc3ccccc23)c2ccccc21. The result is 1 (active). (6) The drug is O=C(Nc1ccc(Oc2ccc(Cl)cc2)c(Cl)c1)c1cc(I)cc(I)c1O. The result is 0 (inactive). (7) The molecule is Cc1nn(C(=O)c2ccccc2O)c2c1C(c1ccc3ccccc3c1O)SC(=N)N2. The result is 0 (inactive). (8) The compound is O=[N+]([O-])c1cccc(-c2csc(NNC3=NCC(=Cc4ccc5c(c4)OCO5)S3)n2)c1. The result is 0 (inactive).